Dataset: Full USPTO retrosynthesis dataset with 1.9M reactions from patents (1976-2016). Task: Predict the reactants needed to synthesize the given product. (1) Given the product [ClH:5].[ClH:6].[CH2:1]([N:22]1[CH2:23][C@H:10]2[C@H:11]([CH2:12][N:13]3[CH2:20][CH2:19][CH2:18][C:15]4[CH:16]=[CH:17][CH:8]=[C:9]2[C:14]3=4)[CH2:21]1)[CH2:2][CH3:3], predict the reactants needed to synthesize it. The reactants are: [C:1]([Cl:5])(=O)[CH2:2][CH3:3].[ClH:6].Cl.[CH:8]1[CH:17]=[CH:16][C:15]2[CH2:18][CH2:19][CH2:20][N:13]3[C:14]=2[C:9]=1[C@H:10]1[CH2:23][NH:22][CH2:21][C@H:11]1[CH2:12]3. (2) Given the product [S:19]1[C:27]2[CH2:26][CH2:25][N:24]([CH2:2][CH2:3][CH2:4][CH2:5][C:6]3([CH2:17][CH3:18])[C:14]4[C:9](=[CH:10][CH:11]=[C:12]([CH3:15])[CH:13]=4)[NH:8][C:7]3=[O:16])[CH2:23][C:22]=2[CH:21]=[CH:20]1, predict the reactants needed to synthesize it. The reactants are: Cl[CH2:2][CH2:3][CH2:4][CH2:5][C:6]1([CH2:17][CH3:18])[C:14]2[C:9](=[CH:10][CH:11]=[C:12]([CH3:15])[CH:13]=2)[NH:8][C:7]1=[O:16].[S:19]1[C:27]2[CH2:26][CH2:25][NH:24][CH2:23][C:22]=2[CH:21]=[CH:20]1. (3) Given the product [C:24]([O:23][C:21]([CH2:20][N:8]1[C:4]2[CH:3]=[C:2]([I:1])[CH:18]=[CH:17][C:5]=2[N:6]([C:10]([O:12][C:13]([CH3:14])([CH3:15])[CH3:16])=[O:11])[C:7]1=[O:9])=[O:22])([CH3:27])([CH3:26])[CH3:25], predict the reactants needed to synthesize it. The reactants are: [I:1][C:2]1[CH:18]=[CH:17][C:5]2[N:6]([C:10]([O:12][C:13]([CH3:16])([CH3:15])[CH3:14])=[O:11])[C:7](=[O:9])[NH:8][C:4]=2[CH:3]=1.Br[CH2:20][C:21]([O:23][C:24]([CH3:27])([CH3:26])[CH3:25])=[O:22].C(=O)([O-])[O-].[Cs+].[Cs+]. (4) Given the product [CH2:28]([O:27][C:25]1[CH:24]=[C:11]([CH:10]=[C:9]([O:8][CH2:1][C:2]2[CH:3]=[CH:4][CH:5]=[CH:6][CH:7]=2)[CH:26]=1)[C:12]1[O:13][C:14]2[C:19]([C:20](=[O:22])[CH:21]=1)=[CH:18][CH:17]=[C:16]([O:23][CH2:37][CH:39]1[O:41][CH2:40]1)[CH:15]=2)[C:29]1[CH:34]=[CH:33][CH:32]=[CH:31][CH:30]=1, predict the reactants needed to synthesize it. The reactants are: [CH2:1]([O:8][C:9]1[CH:10]=[C:11]([CH:24]=[C:25]([O:27][CH2:28][C:29]2[CH:34]=[CH:33][CH:32]=[CH:31][CH:30]=2)[CH:26]=1)[C:12]1[O:13][C:14]2[C:19]([C:20](=[O:22])[CH:21]=1)=[CH:18][CH:17]=[C:16]([OH:23])[CH:15]=2)[C:2]1[CH:7]=[CH:6][CH:5]=[CH:4][CH:3]=1.[H-].[Na+].[CH2:37]([CH:39]1[O:41][CH2:40]1)Cl.